This data is from Full USPTO retrosynthesis dataset with 1.9M reactions from patents (1976-2016). The task is: Predict the reactants needed to synthesize the given product. (1) Given the product [NH:1]1[C:7]2[CH:8]=[CH:9][CH:10]=[CH:11][C:6]=2[CH:5]=[CH:4][C:3]([CH:15]([C:23]([NH2:25])=[O:24])[CH2:16][C:17]([NH2:19])=[O:18])=[N:2]1, predict the reactants needed to synthesize it. The reactants are: [NH:1]1[C:7]2[CH:8]=[CH:9][CH:10]=[CH:11][C:6]=2[CH:5]=[CH:4][CH:3]=[N:2]1.C([CH:15]([C:23]([NH2:25])=[O:24])[CH:16](CC=C)[C:17]([NH2:19])=[O:18])C=C.CCN(C(C)C)C(C)C. (2) Given the product [CH3:18][N:10]1[C:11]2[C:16](=[CH:15][CH:14]=[CH:13][CH:12]=2)[CH:17]=[C:9]1[CH2:8][C:3]1[C:2](=[O:1])[NH:19][C:20](=[S:21])[NH:22][CH:4]=1, predict the reactants needed to synthesize it. The reactants are: [OH:1][CH:2]=[C:3]([CH2:8][C:9]1[N:10]([CH3:18])[C:11]2[C:16]([CH:17]=1)=[CH:15][CH:14]=[CH:13][CH:12]=2)[C:4](OC)=O.[NH2:19][C:20]([NH2:22])=[S:21].